Dataset: Reaction yield outcomes from USPTO patents with 853,638 reactions. Task: Predict the reaction yield, written as a fraction of the theoretical maximum amount of product (1.0 means a 100% yield; for example, 0.34 means a 34% yield). The reactants are Br[C:2]1[CH:7]=[CH:6][CH:5]=[C:4]([Br:8])[CH:3]=1.[CH3:9][N:10]([CH3:19])[C:11]([CH:13]1[O:18][CH2:17][CH2:16][NH:15][CH2:14]1)=[O:12].C1C=CC(P(C2C(C3C(P(C4C=CC=CC=4)C4C=CC=CC=4)=CC=C4C=3C=CC=C4)=C3C(C=CC=C3)=CC=2)C2C=CC=CC=2)=CC=1.CC([O-])(C)C.[Na+]. The catalyst is C1(C)C=CC=CC=1.C(Cl)Cl.C1C=CC(/C=C/C(/C=C/C2C=CC=CC=2)=O)=CC=1.C1C=CC(/C=C/C(/C=C/C2C=CC=CC=2)=O)=CC=1.C1C=CC(/C=C/C(/C=C/C2C=CC=CC=2)=O)=CC=1.[Pd].[Pd]. The product is [Br:8][C:4]1[CH:3]=[C:2]([N:15]2[CH2:16][CH2:17][O:18][CH:13]([C:11]([N:10]([CH3:19])[CH3:9])=[O:12])[CH2:14]2)[CH:7]=[CH:6][CH:5]=1. The yield is 0.423.